Dataset: Full USPTO retrosynthesis dataset with 1.9M reactions from patents (1976-2016). Task: Predict the reactants needed to synthesize the given product. (1) Given the product [C:35]([O:34][C:32]([N:23]([CH2:24][CH2:25][C:26]1[CH:31]=[CH:30][CH:29]=[CH:28][N:27]=1)[C:20]1[CH:21]=[CH:22][C:17]([NH:16][C:14]([C:9]2[CH:10]=[CH:11][CH:12]=[CH:13][C:8]=2[C:5]2[CH:6]=[CH:7][C:2]([NH:1][C:47]([O:49][CH3:50])=[O:48])=[CH:3][CH:4]=2)=[O:15])=[CH:18][CH:19]=1)=[O:33])([CH3:38])([CH3:37])[CH3:36], predict the reactants needed to synthesize it. The reactants are: [NH2:1][C:2]1[CH:7]=[CH:6][C:5]([C:8]2[CH:13]=[CH:12][CH:11]=[CH:10][C:9]=2[C:14]([NH:16][C:17]2[CH:22]=[CH:21][C:20]([N:23]([C:32]([O:34][C:35]([CH3:38])([CH3:37])[CH3:36])=[O:33])[CH2:24][CH2:25][C:26]3[CH:31]=[CH:30][CH:29]=[CH:28][N:27]=3)=[CH:19][CH:18]=2)=[O:15])=[CH:4][CH:3]=1.C(N(CC)CC)C.Cl[C:47]([O:49][CH3:50])=[O:48].S([O-])(O)(=O)=O.[K+]. (2) Given the product [F:45][C:42]([F:43])([F:44])[C:40]1[CH:39]=[C:5]([CH:4]=[C:3]([C:2]([F:47])([F:1])[F:46])[CH:41]=1)[CH2:6][N:7]([CH2:14][C:15]1[C:16]([N:25]2[CH2:29][CH2:28][CH2:27][C@@H:26]2[C@H:30]2[CH2:35][CH2:34][C@H:33]([CH2:52][CH:53]=[O:54])[CH2:32][CH2:31]2)=[N:17][CH:18]=[C:19]([C:21]([F:23])([F:22])[F:24])[CH:20]=1)[C:8]1[N:9]=[N:10][N:11]([CH3:13])[N:12]=1, predict the reactants needed to synthesize it. The reactants are: [F:1][C:2]([F:47])([F:46])[C:3]1[CH:4]=[C:5]([CH:39]=[C:40]([C:42]([F:45])([F:44])[F:43])[CH:41]=1)[CH2:6][N:7]([CH2:14][C:15]1[C:16]([N:25]2[CH2:29][CH2:28][CH2:27][C@@H:26]2[C@H:30]2[CH2:35][CH2:34][C@H:33](C(O)C)[CH2:32][CH2:31]2)=[N:17][CH:18]=[C:19]([C:21]([F:24])([F:23])[F:22])[CH:20]=1)[C:8]1[N:9]=[N:10][N:11]([CH3:13])[N:12]=1.C1C=C[NH+]=[CH:52][CH:53]=1.[O-:54][Cr](Cl)(=O)=O. (3) The reactants are: C(=O)([O-])[O-].[Cs+].[Cs+].[C:7]([O:11][C:12](=[O:25])[NH:13][CH2:14][C:15]([C:18]1[CH:23]=[CH:22][C:21]([OH:24])=[CH:20][CH:19]=1)([CH3:17])[CH3:16])([CH3:10])([CH3:9])[CH3:8].Cl[C:27]1[CH:35]=[CH:34][C:30]([C:31]([NH2:33])=[O:32])=[CH:29][N:28]=1. Given the product [C:7]([O:11][C:12](=[O:25])[NH:13][CH2:14][C:15]([C:18]1[CH:19]=[CH:20][C:21]([O:24][C:27]2[CH:35]=[CH:34][C:30]([C:31](=[O:32])[NH2:33])=[CH:29][N:28]=2)=[CH:22][CH:23]=1)([CH3:17])[CH3:16])([CH3:8])([CH3:9])[CH3:10], predict the reactants needed to synthesize it. (4) Given the product [Cl:12][C:9]1[CH:10]=[CH:11][C:2]([NH:16][CH2:15][CH:14]([F:17])[F:13])=[C:3]([CH:8]=1)[C:4]([OH:6])=[O:5], predict the reactants needed to synthesize it. The reactants are: Cl[C:2]1[CH:11]=[CH:10][C:9]([Cl:12])=[CH:8][C:3]=1[C:4]([O:6]C)=[O:5].[F:13][CH:14]([F:17])[CH2:15][NH2:16].C([O-])(=O)C.[K+].C(N(CC)CC)C. (5) Given the product [CH2:14]([O:21][C:22](=[O:32])[NH:23][CH:24]1[CH2:29][CH2:28][CH2:27][CH2:26][CH:25]1[CH2:30][NH:11][CH2:10][C:9]([CH3:13])([CH3:12])[CH2:8][C:5]1[CH:4]=[CH:3][C:2]([F:1])=[CH:7][CH:6]=1)[C:15]1[CH:20]=[CH:19][CH:18]=[CH:17][CH:16]=1, predict the reactants needed to synthesize it. The reactants are: [F:1][C:2]1[CH:7]=[CH:6][C:5]([CH2:8][C:9]([CH3:13])([CH3:12])[CH2:10][NH2:11])=[CH:4][CH:3]=1.[CH2:14]([O:21][C:22](=[O:32])[NH:23][CH:24]1[CH2:29][CH2:28][CH2:27][CH2:26][CH:25]1[CH:30]=O)[C:15]1[CH:20]=[CH:19][CH:18]=[CH:17][CH:16]=1.[BH4-].[Na+].[OH-].[Na+]. (6) The reactants are: N([O-])=O.[Na+].N[CH2:6][C:7]1[CH:8]=[CH:9][C:10]([C:13]2[N:17]([C:18]3[CH:19]=[N:20][C:21]([CH3:24])=[CH:22][CH:23]=3)[N:16]=[C:15]([C:25]([N:27]3[CH2:32][CH2:31][C:30]([F:34])([F:33])[CH2:29][CH2:28]3)=[O:26])[CH:14]=2)=[N:11][CH:12]=1.C(=O)([O-])[OH:36].[Na+]. Given the product [OH:36][CH2:6][C:7]1[CH:8]=[CH:9][C:10]([C:13]2[N:17]([C:18]3[CH:19]=[N:20][C:21]([CH3:24])=[CH:22][CH:23]=3)[N:16]=[C:15]([C:25]([N:27]3[CH2:32][CH2:31][C:30]([F:34])([F:33])[CH2:29][CH2:28]3)=[O:26])[CH:14]=2)=[N:11][CH:12]=1, predict the reactants needed to synthesize it.